This data is from Catalyst prediction with 721,799 reactions and 888 catalyst types from USPTO. The task is: Predict which catalyst facilitates the given reaction. (1) Reactant: [Br:1][C:2]1[C:10]2[C:5](=[N:6][CH:7]=[C:8](F)[CH:9]=2)[N:4]([C:12]([C:25]2[CH:30]=[CH:29][CH:28]=[CH:27][CH:26]=2)([C:19]2[CH:24]=[CH:23][CH:22]=[CH:21][CH:20]=2)[C:13]2[CH:18]=[CH:17][CH:16]=[CH:15][CH:14]=2)[N:3]=1.CC([O-])=O.[K+].CC1(C)C(C)(C)OB(B2OC(C)(C)C(C)(C)O2)O1. Product: [Br:1][C:2]1[C:10]2[C:5](=[N:6][CH:7]=[CH:8][CH:9]=2)[N:4]([C:12]([C:25]2[CH:30]=[CH:29][CH:28]=[CH:27][CH:26]=2)([C:19]2[CH:20]=[CH:21][CH:22]=[CH:23][CH:24]=2)[C:13]2[CH:18]=[CH:17][CH:16]=[CH:15][CH:14]=2)[N:3]=1. The catalyst class is: 151. (2) Reactant: [CH3:1][C:2]1[CH:7]=[CH:6][C:5]([NH2:8])=[CH:4][C:3]=1[NH:9][C:10]1[N:15]=[C:14]([C:16]2[CH:21]=[N:20][CH:19]=[CH:18][N:17]=2)[CH:13]=[CH:12][N:11]=1.[F:22][C:23]([F:35])([F:34])[O:24][C:25]1[CH:26]=[C:27]([CH:31]=[CH:32][CH:33]=1)[C:28](O)=[O:29].F[P-](F)(F)(F)(F)F.N1(O[P+](N(C)C)(N(C)C)N(C)C)C2C=CC=CC=2N=N1.CCN(C(C)C)C(C)C. Product: [CH3:1][C:2]1[CH:7]=[CH:6][C:5]([NH:8][C:28](=[O:29])[C:27]2[CH:31]=[CH:32][CH:33]=[C:25]([O:24][C:23]([F:22])([F:34])[F:35])[CH:26]=2)=[CH:4][C:3]=1[NH:9][C:10]1[N:15]=[C:14]([C:16]2[CH:21]=[N:20][CH:19]=[CH:18][N:17]=2)[CH:13]=[CH:12][N:11]=1. The catalyst class is: 18. (3) Reactant: [CH:1](=O)[C:2]1[CH:7]=[CH:6][CH:5]=[N:4][CH:3]=1.[CH3:9][O:10][C:11]1[CH:16]=[C:15]([NH2:17])[CH:14]=[CH:13][N:12]=1.S([O-])([O-])(=O)=O.[Mg+2]. Product: [CH3:9][O:10][C:11]1[CH:16]=[C:15]([N:17]=[CH:1][C:2]2[CH:3]=[N:4][CH:5]=[CH:6][CH:7]=2)[CH:14]=[CH:13][N:12]=1. The catalyst class is: 8. (4) Reactant: [CH2:1]1[C@H:5](N2C3N=CN=C(N)C=3N=C2)[O:4][C@H:3]([CH2:16][O:17]P(O)(O)=O)[C@H]1O.C1(C)C=CC(S([O:32][CH3:33])(=O)=O)=CC=1.C1(P([C:48]2[CH:53]=CC=CC=2)C2C=CC=CC=2)C=CC=CC=1.[CH3:65][CH2:64][O:63][C:61](/N=N/[C:61]([O:63][CH2:64][CH3:65])=O)=O.[C:66](NC1N=CN=C2C=1NC=N2)(=[O:73])[C:67]1C=CC=CC=1.C([O-])([O-])=[O:85].[K+].[K+]. Product: [CH2:3]1[O:4][CH2:5][CH2:1][O:85][CH2:48][CH2:53][O:32][CH2:33][CH2:61][O:63][CH2:64][CH2:65][O:73][CH2:66][CH2:67][O:17][CH2:16]1. The catalyst class is: 3. (5) Reactant: [C:1]([O:5][C:6]([N:8]1[CH2:13][CH2:12][NH:11][CH2:10][CH2:9]1)=[O:7])([CH3:4])([CH3:3])[CH3:2].Br[CH2:15][C:16]([C:18]1[CH:23]=[CH:22][C:21]([F:24])=[CH:20][CH:19]=1)=[O:17].[C:25](=[O:28])([O-])[O-].[K+].[K+]. Product: [CH2:25]([O:28][C:19]1[CH:20]=[C:21]([F:24])[CH:22]=[CH:23][C:18]=1[C:16](=[O:17])[CH2:15][N:11]1[CH2:12][CH2:13][N:8]([C:6]([O:5][C:1]([CH3:4])([CH3:2])[CH3:3])=[O:7])[CH2:9][CH2:10]1)[C:18]1[CH:23]=[CH:22][CH:21]=[CH:20][CH:19]=1. The catalyst class is: 3. (6) Reactant: [CH:1]1[CH:6]=[C:5]2[C:7](/[C:9](/[NH:21][C:4]2=[CH:3][CH:2]=1)=[C:10]1\[C:11]2[CH:16]=[CH:15][C:14](Br)=[CH:13][C:12]=2[NH:18][C:19]\1=[O:20])=[O:8].O1CCO[CH2:24][CH2:23]1. Product: [CH2:23]=[CH:24][C:14]1[CH:15]=[CH:16][C:11]2/[C:10](/[C:19]([NH:18][C:12]=2[CH:13]=1)=[O:20])=[C:9]1\[C:7]([C:5]2[C:4]([NH:21]\1)=[CH:3][CH:2]=[CH:1][CH:6]=2)=[O:8]. The catalyst class is: 73. (7) Reactant: C(N(CC)CC)C.[CH:8]([C:10]1[C:18]2[C:13](=[CH:14][CH:15]=[CH:16][CH:17]=2)[N:12](C(OC(C)(C)C)=O)[CH:11]=1)=[O:9].[CH3:26][O:27][C:28]1[CH:29]=[C:30]([CH:43]=[CH:44][CH:45]=1)[N:31]=[CH:32][C:33]1[CH:34]=[C:35]2[C:40](=[CH:41][CH:42]=1)[N:39]=[CH:38][CH:37]=[N:36]2. Product: [NH:12]1[C:13]2[C:18](=[CH:17][CH:16]=[CH:15][CH:14]=2)[C:10]([C:8](=[O:9])[CH:32]([NH:31][C:30]2[CH:43]=[CH:44][CH:45]=[C:28]([O:27][CH3:26])[CH:29]=2)[C:33]2[CH:34]=[C:35]3[C:40](=[CH:41][CH:42]=2)[N:39]=[CH:38][CH:37]=[N:36]3)=[CH:11]1. The catalyst class is: 433.